Dataset: Reaction yield outcomes from USPTO patents with 853,638 reactions. Task: Predict the reaction yield, written as a fraction of the theoretical maximum amount of product (1.0 means a 100% yield; for example, 0.34 means a 34% yield). The reactants are [CH3:1][NH:2][CH3:3].C(N(CC)CC)C.[Br:11][C:12]1[CH:17]=[CH:16][C:15]([Cl:18])=[CH:14][C:13]=1[CH2:19][CH2:20][S:21](Cl)(=[O:23])=[O:22]. The catalyst is C1COCC1.CCOC(C)=O. The product is [Br:11][C:12]1[CH:17]=[CH:16][C:15]([Cl:18])=[CH:14][C:13]=1[CH2:19][CH2:20][S:21]([N:2]([CH3:3])[CH3:1])(=[O:23])=[O:22]. The yield is 0.990.